This data is from Reaction yield outcomes from USPTO patents with 853,638 reactions. The task is: Predict the reaction yield, written as a fraction of the theoretical maximum amount of product (1.0 means a 100% yield; for example, 0.34 means a 34% yield). The reactants are [C:1]([O:5][C:6]([N:8]1[CH2:12][CH2:11][CH2:10][C@H:9]1[CH2:13][O:14][C:15]1[CH:25]=[CH:24][C:18]([C:19]([O:21]CC)=[O:20])=[CH:17][CH:16]=1)=[O:7])([CH3:4])([CH3:3])[CH3:2].[OH-].[Na+]. The catalyst is CO. The product is [C:1]([O:5][C:6]([N:8]1[CH2:12][CH2:11][CH2:10][C@H:9]1[CH2:13][O:14][C:15]1[CH:16]=[CH:17][C:18]([C:19]([OH:21])=[O:20])=[CH:24][CH:25]=1)=[O:7])([CH3:4])([CH3:2])[CH3:3]. The yield is 0.950.